From a dataset of Forward reaction prediction with 1.9M reactions from USPTO patents (1976-2016). Predict the product of the given reaction. (1) Given the reactants [OH:1][C@:2]1([CH3:23])[CH2:19][CH2:18][C@@:17]2([CH3:20])[C@@H:4]([CH2:5][CH2:6][C@@H:7]3[C@@H:16]2[CH2:15][CH2:14][C@@:12]2([CH3:13])[C@H:8]3[CH2:9][CH2:10][C@@H:11]2[CH2:21][OH:22])[CH2:3]1.C1C=C[NH+]=CC=1.[O-][Cr](Cl)(=O)=O, predict the reaction product. The product is: [OH:1][C@:2]1([CH3:23])[CH2:19][CH2:18][C@@:17]2([CH3:20])[C@@H:4]([CH2:5][CH2:6][C@@H:7]3[C@@H:16]2[CH2:15][CH2:14][C@@:12]2([CH3:13])[C@H:8]3[CH2:9][CH2:10][C@@H:11]2[CH:21]=[O:22])[CH2:3]1. (2) Given the reactants C([NH:8][C:9]1[C:18]([F:19])=[C:17]([Cl:20])[C:16]([F:21])=[C:15]2[C:10]=1[C:11](=[O:30])[C:12]([C:25]([O:27][CH2:28][CH3:29])=[O:26])=[CH:13][N:14]2[CH:22]1[CH2:24][CH2:23]1)C1C=CC=CC=1.[H][H], predict the reaction product. The product is: [NH2:8][C:9]1[C:18]([F:19])=[C:17]([Cl:20])[C:16]([F:21])=[C:15]2[C:10]=1[C:11](=[O:30])[C:12]([C:25]([O:27][CH2:28][CH3:29])=[O:26])=[CH:13][N:14]2[CH:22]1[CH2:23][CH2:24]1.